Predict which catalyst facilitates the given reaction. From a dataset of Catalyst prediction with 721,799 reactions and 888 catalyst types from USPTO. (1) Reactant: [C:1](#[N:11])[C:2]1[CH:10]=[CH:9][C:8]2[O:7][CH2:6][O:5][C:4]=2[CH:3]=1.[CH2:12]([Mg]Br)[CH3:13]. Product: [O:7]1[C:8]2[CH:9]=[CH:10][C:2]([C:1]3([NH2:11])[CH2:13][CH2:12]3)=[CH:3][C:4]=2[O:5][CH2:6]1. The catalyst class is: 28. (2) Reactant: [OH-:1].[Na+].[F:3][C:4]([F:36])([F:35])[CH2:5][C:6]([CH3:34])([NH:9][C:10]1[CH:15]=[CH:14][C:13]([C:16]2[CH:21]=[C:20]([NH:22][C:23]3[N:28]=[C:27]([C:29]([F:32])([F:31])[F:30])[CH:26]=[CH:25][N:24]=3)[CH:19]=[C:18]([CH3:33])[CH:17]=2)=[CH:12][N:11]=1)[C:7]#N.CS(C)=[O:39]. Product: [F:3][C:4]([F:36])([F:35])[CH2:5][C@@:6]([C:7]([OH:39])=[O:1])([CH3:34])[NH:9][C:10]1[CH:15]=[CH:14][C:13]([C:16]2[CH:21]=[C:20]([NH:22][C:23]3[N:28]=[C:27]([C:29]([F:32])([F:31])[F:30])[CH:26]=[CH:25][N:24]=3)[CH:19]=[C:18]([CH3:33])[CH:17]=2)=[CH:12][N:11]=1. The catalyst class is: 3.